From a dataset of Reaction yield outcomes from USPTO patents with 853,638 reactions. Predict the reaction yield, written as a fraction of the theoretical maximum amount of product (1.0 means a 100% yield; for example, 0.34 means a 34% yield). (1) The reactants are CCN(C(C)C)C(C)C.[Cl:10][C:11]1[CH:19]=[C:18]([Cl:20])[C:17]([F:21])=[CH:16][C:12]=1[C:13]([OH:15])=O.C1C=CC2N(O)N=NC=2C=1.CCN=C=NCCCN(C)C.Cl.[O:44]=[C:45]([N:62]1[CH2:67][CH2:66][NH:65][CH2:64][CH2:63]1)[CH2:46][NH:47][C:48]([C:50]1[CH:55]=[CH:54][C:53]([C:56]2[CH:61]=[CH:60][CH:59]=[CH:58][CH:57]=2)=[CH:52][CH:51]=1)=[O:49]. The catalyst is CN(C=O)C.O. The product is [Cl:10][C:11]1[CH:19]=[C:18]([Cl:20])[C:17]([F:21])=[CH:16][C:12]=1[C:13]([N:65]1[CH2:64][CH2:63][N:62]([C:45](=[O:44])[CH2:46][NH:47][C:48]([C:50]2[CH:55]=[CH:54][C:53]([C:56]3[CH:61]=[CH:60][CH:59]=[CH:58][CH:57]=3)=[CH:52][CH:51]=2)=[O:49])[CH2:67][CH2:66]1)=[O:15]. The yield is 0.339. (2) The reactants are Cl.[CH2:2]([N:5]([CH:7]1[CH2:10][CH2:9][CH2:8]1)[NH2:6])[CH:3]=[CH2:4].[CH2:11]([O:13][C:14]([CH:16]1[CH2:20][CH2:19][CH2:18][C:17]1=O)=[O:15])[CH3:12].C([O-])(=O)C.[Na+].C([BH3-])#N.[Na+]. The catalyst is CO. The product is [CH2:11]([O:13][C:14]([CH:16]1[CH2:20][CH2:19][CH2:18][CH:17]1[NH:6][N:5]([CH2:2][CH:3]=[CH2:4])[CH:7]1[CH2:10][CH2:9][CH2:8]1)=[O:15])[CH3:12]. The yield is 0.710. (3) The reactants are [F:1][C:2]1[CH:16]=[C:15](F)[C:14]([F:18])=[CH:13][C:3]=1[C:4]([NH:6][C@@H:7]([CH3:12])[C:8]([F:11])([F:10])[F:9])=[O:5].Cl.[NH:20]1[CH2:23][CH:22]([OH:24])[CH2:21]1.N12CCCN=C1CCCCC2. The catalyst is C(#N)C.CCOC(C)=O. The product is [F:1][C:2]1[CH:16]=[C:15]([N:20]2[CH2:23][CH:22]([OH:24])[CH2:21]2)[C:14]([F:18])=[CH:13][C:3]=1[C:4]([NH:6][C@@H:7]([CH3:12])[C:8]([F:11])([F:10])[F:9])=[O:5]. The yield is 0.918. (4) The product is [F:37][C:31]1[CH:32]=[CH:33][C:34]([F:36])=[CH:35][C:30]=1[S:27]([NH:26][C:22]1[C:21]([F:38])=[C:20]([C:10]2[N:11]=[C:12]([N:14]3[CH2:19][CH2:18][O:17][CH2:16][CH2:15]3)[S:13][C:9]=2[C:7]2[CH:6]=[CH:5][N:4]=[C:3]([CH2:2][NH:1][C:65](=[O:66])[CH:64]([CH3:68])[CH3:63])[N:8]=2)[CH:25]=[CH:24][CH:23]=1)(=[O:28])=[O:29]. The catalyst is ClCCl. The reactants are [NH2:1][CH2:2][C:3]1[N:8]=[C:7]([C:9]2[S:13][C:12]([N:14]3[CH2:19][CH2:18][O:17][CH2:16][CH2:15]3)=[N:11][C:10]=2[C:20]2[C:21]([F:38])=[C:22]([NH:26][S:27]([C:30]3[CH:35]=[C:34]([F:36])[CH:33]=[CH:32][C:31]=3[F:37])(=[O:29])=[O:28])[CH:23]=[CH:24][CH:25]=2)[CH:6]=[CH:5][N:4]=1.CN(C(ON1N=NC2C=CC=NC1=2)=[N+](C)C)C.F[P-](F)(F)(F)(F)F.[CH3:63][CH:64]([CH3:68])[C:65](O)=[O:66]. The yield is 0.420.